From a dataset of Reaction yield outcomes from USPTO patents with 853,638 reactions. Predict the reaction yield, written as a fraction of the theoretical maximum amount of product (1.0 means a 100% yield; for example, 0.34 means a 34% yield). (1) The reactants are [C:1]([NH:8][S:9]([C:12]1([CH2:15][OH:16])[CH2:14][CH2:13]1)(=[O:11])=[O:10])([O:3][C:4]([CH3:7])([CH3:6])[CH3:5])=[O:2].[Cr](Cl)([O-])(=O)=O.[NH+]1C=CC=CC=1. The catalyst is C(Cl)Cl. The product is [C:1]([NH:8][S:9]([C:12]1([CH:15]=[O:16])[CH2:13][CH2:14]1)(=[O:10])=[O:11])([O:3][C:4]([CH3:7])([CH3:6])[CH3:5])=[O:2]. The yield is 0.660. (2) The reactants are [NH:1]1[C:9]2[C:4](=[CH:5][CH:6]=[CH:7][CH:8]=2)[C:3]2([C:13]3=[CH:14][C:15]4[O:19][CH2:18][O:17][C:16]=4[CH:20]=[C:12]3[O:11][CH2:10]2)[C:2]1=[O:21].Cl[CH2:23][C:24]1[O:25][CH:26]=[CH:27][CH:28]=1.BrCC1OC(C(F)(F)F)=CC=1. No catalyst specified. The product is [O:25]1[CH:26]=[CH:27][CH:28]=[C:24]1[CH2:23][N:1]1[C:9]2[C:4](=[CH:5][CH:6]=[CH:7][CH:8]=2)[C:3]2([C:13]3=[CH:14][C:15]4[O:19][CH2:18][O:17][C:16]=4[CH:20]=[C:12]3[O:11][CH2:10]2)[C:2]1=[O:21]. The yield is 0.400. (3) The reactants are [CH:1]1([CH2:4][C:5]([OH:7])=O)[CH2:3][CH2:2]1.S(Cl)(Cl)=O.[F:12][C:13]1[CH:18]=[CH:17][C:16]([CH:19]2[CH2:24][CH2:23][N:22]([C:25]3[C:30]([O:31][CH3:32])=[C:29]([NH:33][NH2:34])[N:28]=[CH:27][N:26]=3)[CH2:21][CH2:20]2)=[CH:15][CH:14]=1.C(=O)(O)[O-].[Na+]. The catalyst is C(Cl)Cl.C(OCC)(=O)C.C1COCC1.O. The yield is 1.00. The product is [CH:1]1([CH2:4][C:5]([NH:34][NH:33][C:29]2[C:30]([O:31][CH3:32])=[C:25]([N:22]3[CH2:23][CH2:24][CH:19]([C:16]4[CH:15]=[CH:14][C:13]([F:12])=[CH:18][CH:17]=4)[CH2:20][CH2:21]3)[N:26]=[CH:27][N:28]=2)=[O:7])[CH2:2][CH2:3]1. (4) The catalyst is CN(C=O)C. The yield is 0.855. The reactants are [NH2:1][C:2]1[CH:3]=[CH:4][C:5]([Cl:11])=[C:6]([CH:10]=1)[C:7]([OH:9])=[O:8].[F:12][C:13]1[C:20]([F:21])=[C:19]([C:22]([F:25])([F:24])[F:23])[C:18]([F:26])=[C:17]([F:27])[C:14]=1[CH2:15]Br. The product is [Cl:11][C:5]1[CH:4]=[CH:3][C:2]([NH:1][CH2:15][C:14]2[C:17]([F:27])=[C:18]([F:26])[C:19]([C:22]([F:23])([F:25])[F:24])=[C:20]([F:21])[C:13]=2[F:12])=[CH:10][C:6]=1[C:7]([OH:9])=[O:8]. (5) The reactants are [NH2:1][C:2]1[C:11]2[C:6](=[CH:7][CH:8]=[CH:9][C:10]=2[O:12][CH:13]2[CH2:18][CH2:17][CH2:16][CH2:15][CH2:14]2)[N:5]=[C:4]([CH3:19])[C:3]=1[C:20]([OH:22])=[O:21].C([O-])(O)=O.[Na+:27]. The catalyst is C(O)C.O. The product is [NH2:1][C:2]1[C:11]2[C:6](=[CH:7][CH:8]=[CH:9][C:10]=2[O:12][CH:13]2[CH2:18][CH2:17][CH2:16][CH2:15][CH2:14]2)[N:5]=[C:4]([CH3:19])[C:3]=1[C:20]([O-:22])=[O:21].[Na+:27]. The yield is 1.00. (6) The reactants are [CH2:1]([N:8]([CH2:38][C:39]1[CH:44]=[CH:43][CH:42]=[CH:41][CH:40]=1)[CH:9]1[CH2:13][CH:12]([C:14](=O)[CH2:15][NH:16][C:17]2[N:18]=[C:19]3[CH:25]=[CH:24][N:23]([S:26]([C:29]4[CH:35]=[CH:34][C:32]([CH3:33])=[CH:31][CH:30]=4)(=[O:28])=[O:27])[C:20]3=[N:21][CH:22]=2)[CH:11]([CH3:37])[CH2:10]1)[C:2]1[CH:7]=[CH:6][CH:5]=[CH:4][CH:3]=1.COC1C=CC(P2(SP(C3C=CC(OC)=CC=3)(=S)S2)=S)=CC=1. No catalyst specified. The product is [CH2:1]([N:8]([CH2:38][C:39]1[CH:44]=[CH:43][CH:42]=[CH:41][CH:40]=1)[CH:9]1[CH2:13][CH:12]([C:14]2[N:18]3[C:19]4[CH:25]=[CH:24][N:23]([S:26]([C:29]5[CH:35]=[CH:34][C:32]([CH3:33])=[CH:31][CH:30]=5)(=[O:28])=[O:27])[C:20]=4[N:21]=[CH:22][C:17]3=[N:16][CH:15]=2)[CH:11]([CH3:37])[CH2:10]1)[C:2]1[CH:7]=[CH:6][CH:5]=[CH:4][CH:3]=1. The yield is 0.870. (7) The reactants are Br[C:2]1[S:3][C:4]([C:17]2[CH:22]=[CH:21][CH:20]=[CH:19][CH:18]=2)=[CH:5][C:6]=1[CH:7]([O:12][C:13]([CH3:16])([CH3:15])[CH3:14])[C:8]([O:10][CH3:11])=[O:9].CC1(C)C(C)(C)OB([C:31]2[CH:32]=[C:33]3[C:38](=[CH:39][CH:40]=2)[O:37][CH2:36][CH2:35][CH2:34]3)O1.C(=O)([O-])[O-].[Na+].[Na+].C(O)C. The catalyst is C1(C)C=CC=CC=1.C1(P(C2C=CC=CC=2)C2C=CC=CC=2)C=CC=CC=1.C1(P(C2C=CC=CC=2)C2C=CC=CC=2)C=CC=CC=1.C1(P(C2C=CC=CC=2)C2C=CC=CC=2)C=CC=CC=1.C1(P(C2C=CC=CC=2)C2C=CC=CC=2)C=CC=CC=1.[Pd].O. The product is [C:13]([O:12][CH:7]([C:6]1[CH:5]=[C:4]([C:17]2[CH:22]=[CH:21][CH:20]=[CH:19][CH:18]=2)[S:3][C:2]=1[C:31]1[CH:40]=[CH:39][C:38]2[O:37][CH2:36][CH2:35][CH2:34][C:33]=2[CH:32]=1)[C:8]([O:10][CH3:11])=[O:9])([CH3:16])([CH3:15])[CH3:14]. The yield is 0.680.